This data is from Reaction yield outcomes from USPTO patents with 853,638 reactions. The task is: Predict the reaction yield, written as a fraction of the theoretical maximum amount of product (1.0 means a 100% yield; for example, 0.34 means a 34% yield). (1) The yield is 0.620. The reactants are [CH:1]1[N:5]=[CH:4][N:3]([C:6]([N:8]2C=N[CH:10]=[CH:9]2)=[O:7])[CH:2]=1.Cl.N[C@H]1C2[C:18](=[C:19]([C:24]3[S:28][C:27]([C:29]4[CH:30]=[CH:31][C:32]([O:37][CH:38]([CH3:40])[CH3:39])=[C:33]([CH:36]=4)[C:34]#[N:35])=[N:26][N:25]=3)[CH:20]=[CH:21][CH:22]=2)[CH2:17][CH2:16]1.[CH3:41][CH2:42]N(CC)CC.Cl.N1CC(O)[CH2:50]1. The catalyst is C(Cl)Cl. The product is [C:34]([C:33]1[CH:36]=[C:29]([C:27]2[S:28][C:24]([C:19]3[CH:20]=[CH:21][CH:22]=[C:10]4[C:18]=3[CH2:17][CH2:16][C@H:9]4[NH:8][C:6]([N:3]3[CH2:42][CH2:41][C@@H:1]([N:5]([CH3:4])[CH3:50])[CH2:2]3)=[O:7])=[N:25][N:26]=2)[CH:30]=[CH:31][C:32]=1[O:37][CH:38]([CH3:39])[CH3:40])#[N:35]. (2) The reactants are [C:1]([C:3]1[CH:12]=[C:11]2[C:6]([C:7]([C:25]3[CH:30]=[CH:29][C:28]([CH3:31])=[C:27]([CH3:32])[CH:26]=3)=[C:8]([CH:15]([O:20][C:21]([CH3:24])([CH3:23])[CH3:22])[C:16]([O:18]C)=[O:17])[N:9]([CH3:14])[C:10]2=[O:13])=[CH:5][CH:4]=1)#[N:2].[Li+].[OH-:34]. The catalyst is O1CCCC1.CO. The product is [NH2:2][C:1]([C:3]1[CH:12]=[C:11]2[C:6]([C:7]([C:25]3[CH:30]=[CH:29][C:28]([CH3:31])=[C:27]([CH3:32])[CH:26]=3)=[C:8]([CH:15]([O:20][C:21]([CH3:24])([CH3:22])[CH3:23])[C:16]([OH:18])=[O:17])[N:9]([CH3:14])[C:10]2=[O:13])=[CH:5][CH:4]=1)=[O:34]. The yield is 0.560. (3) The reactants are O[C:2]1([C:23]([F:26])([F:25])[F:24])[CH2:6][N:5]([C:7]2[CH:12]=[CH:11][C:10]([S:13]([CH3:16])(=[O:15])=[O:14])=[CH:9][CH:8]=2)[C:4]([C:17]2[CH:22]=[CH:21][CH:20]=[CH:19][N:18]=2)=[N:3]1.O.C1(C)C=CC(S(O)(=O)=O)=CC=1. The catalyst is C1(C)C=CC=CC=1. The product is [CH3:16][S:13]([C:10]1[CH:9]=[CH:8][C:7]([N:5]2[CH:6]=[C:2]([C:23]([F:26])([F:25])[F:24])[N:3]=[C:4]2[C:17]2[CH:22]=[CH:21][CH:20]=[CH:19][N:18]=2)=[CH:12][CH:11]=1)(=[O:14])=[O:15]. The yield is 0.650. (4) The reactants are [CH2:1]([O:8][C:9]1[CH:10]=[C:11]([C:31]([OH:33])=O)[C:12]2[NH:16][C:15]([NH:17]C(C3N=CC4C(C=3)=CC=CC=4)=O)=[N:14][C:13]=2[CH:30]=1)[C:2]1[CH:7]=[CH:6][CH:5]=[CH:4][CH:3]=1.CN(C(ON1N=NC2[CH:45]=[CH:46][CH:47]=[CH:48][C:43]1=2)=[N+](C)C)C.F[P-](F)(F)(F)(F)F.CC[N:60]([CH:64]([CH3:66])[CH3:65])[CH:61]([CH3:63])C.S(O)(O)(=O)=[O:68].[NH2:72][C:73]1[NH:74][CH:75]=[CH:76][N:77]=1. The catalyst is CN(C=O)C.[Cl-].[Na+].O. The product is [CH2:1]([O:8][C:9]1[CH:10]=[C:11]([C:31](=[O:33])[NH:72][C:73]2[NH:74][CH:75]=[CH:76][N:77]=2)[C:12]2[NH:16][C:15]([NH:17][C:66]([C:64]3[N:60]=[CH:61][C:63]4[C:45]([CH:65]=3)=[CH:46][CH:47]=[CH:48][CH:43]=4)=[O:68])=[N:14][C:13]=2[CH:30]=1)[C:2]1[CH:3]=[CH:4][CH:5]=[CH:6][CH:7]=1. The yield is 0.800. (5) The reactants are ClC(Cl)C(O)=O.N[C:8]1[N:9]([C:28]2[C:37]3[C:32](=[CH:33][CH:34]=[C:35]([O:38][CH3:39])[CH:36]=3)[C:31]([CH3:40])=[CH:30][CH:29]=2)[C:10]([S:13][CH2:14][C:15]([NH:17][C:18]2[CH:26]=[CH:25][C:21]([C:22]([OH:24])=[O:23])=[CH:20][C:19]=2[Cl:27])=[O:16])=[N:11][N:12]=1.N([O-])=O.[Na+].[Br:45]CBr. The catalyst is [Br-].C([N+](CC)(CC)CC)C1C=CC=CC=1. The product is [Br:45][C:8]1[N:9]([C:28]2[C:37]3[C:32](=[CH:33][CH:34]=[C:35]([O:38][CH3:39])[CH:36]=3)[C:31]([CH3:40])=[CH:30][CH:29]=2)[C:10]([S:13][CH2:14][C:15]([NH:17][C:18]2[CH:26]=[CH:25][C:21]([C:22]([OH:24])=[O:23])=[CH:20][C:19]=2[Cl:27])=[O:16])=[N:11][N:12]=1. The yield is 0.240. (6) The reactants are Br[CH2:2][CH2:3][O:4][CH3:5].C(=O)([O-])[O-].[K+].[K+].[N:12]1([C:18]2[C:23](=[O:24])[NH:22][CH:21]=[C:20]3[CH2:25][N:26]([CH2:29][CH2:30][C:31]4[CH:40]=[CH:39][C:38]5[C:33](=[CH:34][CH:35]=[CH:36][CH:37]=5)[N:32]=4)[C:27](=[O:28])[C:19]=23)[CH2:17][CH2:16][O:15][CH2:14][CH2:13]1. The catalyst is C(#N)C. The product is [CH3:5][O:4][CH2:3][CH2:2][N:22]1[C:23](=[O:24])[C:18]([N:12]2[CH2:13][CH2:14][O:15][CH2:16][CH2:17]2)=[C:19]2[C:27](=[O:28])[N:26]([CH2:29][CH2:30][C:31]3[CH:40]=[CH:39][C:38]4[C:33](=[CH:34][CH:35]=[CH:36][CH:37]=4)[N:32]=3)[CH2:25][C:20]2=[CH:21]1. The yield is 0.0484. (7) The reactants are [NH2:1][C:2]1[C:3]([C:7](SC)=[N:8][C:9]2[CH:14]=[CH:13][C:12]([F:15])=[C:11]([Br:16])[CH:10]=2)=[N:4][S:5][N:6]=1.Cl.[NH2:20][OH:21].C(N(CC)C(C)C)(C)C. The catalyst is C(O)C. The product is [NH2:1][C:2]1[C:3]([C:7](=[N:20][OH:21])[NH:8][C:9]2[CH:14]=[CH:13][C:12]([F:15])=[C:11]([Br:16])[CH:10]=2)=[N:4][S:5][N:6]=1. The yield is 0.780. (8) The reactants are [CH2:1]([CH:8]([NH:31][C:32]([C:34]1[CH:43]=[N:42][C:41]2[C:36](=[CH:37][CH:38]=[CH:39][CH:40]=2)[N:35]=1)=[O:33])[CH:9]([O:23][Si](C(C)(C)C)(C)C)[CH2:10][CH:11]([C:18]1[O:19][CH2:20][CH2:21][N:22]=1)[CH2:12][CH2:13][C:14]([F:17])([CH3:16])[CH3:15])[C:2]1[CH:7]=[CH:6][CH:5]=[CH:4][CH:3]=1. The catalyst is O1CCCC1. The product is [CH2:1]([CH:8]([NH:31][C:32]([C:34]1[CH:43]=[N:42][C:41]2[C:36](=[CH:37][CH:38]=[CH:39][CH:40]=2)[N:35]=1)=[O:33])[CH:9]([OH:23])[CH2:10][CH:11]([C:18]1[O:19][CH2:20][CH2:21][N:22]=1)[CH2:12][CH2:13][C:14]([F:17])([CH3:16])[CH3:15])[C:2]1[CH:7]=[CH:6][CH:5]=[CH:4][CH:3]=1. The yield is 0.840.